This data is from Full USPTO retrosynthesis dataset with 1.9M reactions from patents (1976-2016). The task is: Predict the reactants needed to synthesize the given product. (1) Given the product [F:15][C:12]([F:14])([F:13])[C:11]1[N:6]2[N:5]=[CH:4][C:3]([C:1]#[C:2][C:30]3[N:31]=[CH:32][C:27]([NH2:26])=[N:28][CH:29]=3)=[C:7]2[N:8]=[C:9]([C:16]2[CH:21]=[CH:20][C:19]([C:22]([F:25])([F:24])[F:23])=[CH:18][CH:17]=2)[CH:10]=1, predict the reactants needed to synthesize it. The reactants are: [C:1]([C:3]1[CH:4]=[N:5][N:6]2[C:11]([C:12]([F:15])([F:14])[F:13])=[CH:10][C:9]([C:16]3[CH:21]=[CH:20][C:19]([C:22]([F:25])([F:24])[F:23])=[CH:18][CH:17]=3)=[N:8][C:7]=12)#[CH:2].[NH2:26][C:27]1[CH:32]=[N:31][C:30](Br)=[CH:29][N:28]=1. (2) Given the product [CH2:23]([C:22]1[CH:21]=[CH:20][C:19]([O:39][C:37]([C:20]2[CH:19]=[C:32]([NH:33][C:40](=[O:43])[CH:41]=[CH2:42])[C:31]3[C:30](=[O:34])[C:29]4[C:24](=[CH:25][CH:26]=[CH:27][CH:28]=4)[C:23](=[O:35])[C:22]=3[C:21]=2[NH2:36])=[O:38])=[CH:32][CH:31]=1)[CH2:24][CH2:25][CH2:26][CH2:27][CH2:28][CH3:29], predict the reactants needed to synthesize it. The reactants are: C(OCCCCCCOC1C=CC([C:19]2[C:20]([C:37]([O-:39])=[O:38])=[C:21]([NH2:36])[C:22]3[C:23](=[O:35])[C:24]4[C:29]([C:30](=[O:34])[C:31]=3[C:32]=2[NH2:33])=[CH:28][CH:27]=[CH:26][CH:25]=4)=CC=1)(=O)C=C.[C:40](Cl)(=[O:43])[CH:41]=[CH2:42]. (3) Given the product [CH3:11][O:12][C:13]1[CH:14]=[C:15]([CH:16]=[CH:17][C:18]=1[O:19][CH3:20])[CH2:21][CH2:22][CH:23]=[O:3], predict the reactants needed to synthesize it. The reactants are: C(Cl)(=O)C(Cl)=[O:3].CS(C)=O.[CH3:11][O:12][C:13]1[CH:14]=[C:15]([CH:21](O)[CH2:22][CH3:23])[CH:16]=[CH:17][C:18]=1[O:19][CH3:20].C(N(CC)CC)C. (4) Given the product [F:25][C:26]([F:39])([F:38])[S:27]([O:17][C:5]1[CH:4]=[CH:3][C:2]([F:1])=[C:7]([NH:8][CH2:9][C:10]2([CH3:16])[CH2:15][CH2:14][O:13][CH2:12][CH2:11]2)[N:6]=1)(=[O:29])=[O:28], predict the reactants needed to synthesize it. The reactants are: [F:1][C:2]1[CH:3]=[CH:4][C:5]([OH:17])=[N:6][C:7]=1[NH:8][CH2:9][C:10]1([CH3:16])[CH2:15][CH2:14][O:13][CH2:12][CH2:11]1.C(N(CC)CC)C.[F:25][C:26]([F:39])([F:38])[S:27](O[S:27]([C:26]([F:39])([F:38])[F:25])(=[O:29])=[O:28])(=[O:29])=[O:28].C([O-])(O)=O.[Na+]. (5) Given the product [F:24][C:6]([F:5])([F:23])[O:7][C:8]1[CH:9]=[CH:10][C:11]([C:14]2[S:15][CH:16]=[C:17]([C:20]([CH3:22])=[O:21])[C:18]=2[OH:19])=[CH:12][CH:13]=1, predict the reactants needed to synthesize it. The reactants are: C(Cl)(Cl)Cl.[F:5][C:6]([F:24])([F:23])[O:7][C:8]1[CH:13]=[CH:12][C:11]([CH:14]2[C:18]([OH:19])=[C:17]([C:20]([CH3:22])=[O:21])[CH2:16][S:15]2)=[CH:10][CH:9]=1.S(Cl)(Cl)(=O)=O. (6) The reactants are: [H-].[Na+].CS(C)=O.[NH2:7][C:8]1[C:13]([CH3:14])=[CH:12][C:11]([OH:15])=[C:10]([CH3:16])[CH:9]=1.Cl[C:18]1[C:27]2[C:22](=[CH:23][C:24]([O:30][CH3:31])=[C:25]([O:28][CH3:29])[CH:26]=2)[N:21]=[CH:20][CH:19]=1. Given the product [CH3:29][O:28][C:25]1[CH:26]=[C:27]2[C:22](=[CH:23][C:24]=1[O:30][CH3:31])[N:21]=[CH:20][CH:19]=[C:18]2[O:15][C:11]1[C:10]([CH3:16])=[CH:9][C:8]([NH2:7])=[C:13]([CH3:14])[CH:12]=1, predict the reactants needed to synthesize it. (7) The reactants are: C[O:2][C:3](=[O:33])[CH2:4][C:5]1[CH:6]=[C:7]([C:15]2[CH:20]=[CH:19][C:18]([C:21]([F:24])([F:23])[F:22])=[CH:17][C:16]=2[CH2:25][N:26]([CH2:31][CH3:32])[C:27]([NH:29][CH3:30])=[O:28])[CH:8]=[C:9]([C:11]([F:14])([F:13])[F:12])[CH:10]=1.[Li+].[OH-].Cl. Given the product [CH2:31]([N:26]([CH2:25][C:16]1[CH:17]=[C:18]([C:21]([F:23])([F:24])[F:22])[CH:19]=[CH:20][C:15]=1[C:7]1[CH:8]=[C:9]([C:11]([F:12])([F:13])[F:14])[CH:10]=[C:5]([CH2:4][C:3]([OH:33])=[O:2])[CH:6]=1)[C:27]([NH:29][CH3:30])=[O:28])[CH3:32], predict the reactants needed to synthesize it. (8) Given the product [CH2:1]([NH:3][C:4](=[O:37])[NH:5][C:6]1[N:11]=[CH:10][C:9]([C:12]2[CH:13]=[N:14][CH:15]=[C:16]([C:18]3[O:20][C:43]([CH3:44])=[N:46][N:47]=3)[CH:17]=2)=[C:8]([C:21]2[S:22][C:23]([C:30]([NH:31][CH2:32][CH2:33][O:34][CH3:35])=[O:36])=[C:24]([C:26]([F:28])([F:29])[F:27])[N:25]=2)[CH:7]=1)[CH3:2], predict the reactants needed to synthesize it. The reactants are: [CH2:1]([NH:3][C:4](=[O:37])[NH:5][C:6]1[N:11]=[CH:10][C:9]([C:12]2[CH:13]=[N:14][CH:15]=[C:16]([C:18]([OH:20])=O)[CH:17]=2)=[C:8]([C:21]2[S:22][C:23]([C:30](=[O:36])[NH:31][CH2:32][CH2:33][O:34][CH3:35])=[C:24]([C:26]([F:29])([F:28])[F:27])[N:25]=2)[CH:7]=1)[CH3:2].P(Cl)(Cl)(Cl)=O.[C:43]([NH:46][NH2:47])(=O)[CH3:44].